The task is: Predict which catalyst facilitates the given reaction.. This data is from Catalyst prediction with 721,799 reactions and 888 catalyst types from USPTO. (1) Reactant: Cl.[CH2:2]([O:4][C:5](=[O:33])[CH2:6][NH:7][CH2:8][C:9]1[CH:14]=[CH:13][CH:12]=[C:11]([CH2:15][O:16][C:17]2[CH:22]=[CH:21][C:20]([C:23]3[CH:28]=[C:27]([F:29])[C:26]([F:30])=[CH:25][C:24]=3[O:31][CH3:32])=[CH:19][CH:18]=2)[CH:10]=1)[CH3:3].[CH:34]1([CH2:37][C:38](O)=[O:39])[CH2:36][CH2:35]1.CN([P+](ON1N=NC2C=CC=CC1=2)(N(C)C)N(C)C)C.F[P-](F)(F)(F)(F)F.C(N(CC)CC)C. Product: [CH2:2]([O:4][C:5](=[O:33])[CH2:6][N:7]([C:38](=[O:39])[CH2:37][CH:34]1[CH2:36][CH2:35]1)[CH2:8][C:9]1[CH:14]=[CH:13][CH:12]=[C:11]([CH2:15][O:16][C:17]2[CH:18]=[CH:19][C:20]([C:23]3[CH:28]=[C:27]([F:29])[C:26]([F:30])=[CH:25][C:24]=3[O:31][CH3:32])=[CH:21][CH:22]=2)[CH:10]=1)[CH3:3]. The catalyst class is: 4. (2) Reactant: [F:1][C:2]([F:22])([F:21])[C:3]([N:5]1[CH2:15][CH:14]2[CH2:16][CH:7]([C:8]3[CH:9]=[CH:10][C:11]([O:17]C(=O)C)=[CH:12][C:13]=32)[CH2:6]1)=[O:4].C([O-])(O)=O.[Na+]. Product: [F:22][C:2]([F:1])([F:21])[C:3]([N:5]1[CH2:15][CH:14]2[CH2:16][CH:7]([C:8]3[CH:9]=[CH:10][C:11]([OH:17])=[CH:12][C:13]=32)[CH2:6]1)=[O:4]. The catalyst class is: 5.